From a dataset of Forward reaction prediction with 1.9M reactions from USPTO patents (1976-2016). Predict the product of the given reaction. (1) Given the reactants [CH:1]1([NH:7][C:8]2[N:9]([C:17]3[CH:22]=[CH:21][CH:20]=[CH:19][CH:18]=3)[N:10]=[C:11]3[C:16]=2[CH:15]=[CH:14][CH:13]=[CH:12]3)[CH2:6][CH2:5][CH2:4][CH2:3][CH2:2]1.[CH3:23][O:24][C:25](=[O:38])[CH2:26][O:27][C:28]1[CH:33]=[CH:32][C:31]([N:34]=[C:35]=[O:36])=[C:30]([F:37])[CH:29]=1.CCN(CC)CC, predict the reaction product. The product is: [CH3:23][O:24][C:25](=[O:38])[CH2:26][O:27][C:28]1[CH:33]=[CH:32][C:31]([NH:34][C:35]([N:7]([CH:1]2[CH2:6][CH2:5][CH2:4][CH2:3][CH2:2]2)[C:8]2[N:9]([C:17]3[CH:18]=[CH:19][CH:20]=[CH:21][CH:22]=3)[N:10]=[C:11]3[C:16]=2[CH:15]=[CH:14][CH:13]=[CH:12]3)=[O:36])=[C:30]([F:37])[CH:29]=1. (2) The product is: [CH3:1][O:2][C:3](=[O:17])[CH2:4][CH2:5][NH:6][C:7](=[O:16])[C:8]1[CH:13]=[CH:12][C:11]([CH2:14][NH:28][C:27]2[CH:29]=[CH:30][C:24]([CH:18]3[CH2:23][CH2:22][CH2:21][CH2:20][CH2:19]3)=[CH:25][CH:26]=2)=[CH:10][CH:9]=1. Given the reactants [CH3:1][O:2][C:3](=[O:17])[CH2:4][CH2:5][NH:6][C:7](=[O:16])[C:8]1[CH:13]=[CH:12][C:11]([CH:14]=O)=[CH:10][CH:9]=1.[CH:18]1([C:24]2[CH:30]=[CH:29][C:27]([NH2:28])=[CH:26][CH:25]=2)[CH2:23][CH2:22][CH2:21][CH2:20][CH2:19]1.C([BH3-])#N.[Na+], predict the reaction product. (3) Given the reactants Br[C:2]1[C:6]([CH3:7])=[C:5](I)[S:4][C:3]=1[CH:9]1[O:13]CCO1.C[O:15][C:16]1[CH:21]=[CH:20][C:19](B(O)O)=[C:18]([CH3:25])[CH:17]=1.C[O:27][C:28]1[CH:33]=[CH:32][C:31](B(O)O)=[CH:30][CH:29]=1, predict the reaction product. The product is: [OH:15][C:16]1[CH:21]=[CH:20][C:19]([C:5]2[S:4][C:3]([CH:9]=[O:13])=[C:2]([C:31]3[CH:32]=[CH:33][C:28]([OH:27])=[CH:29][CH:30]=3)[C:6]=2[CH3:7])=[C:18]([CH3:25])[CH:17]=1. (4) Given the reactants [NH2:1][C:2]1[N:10]=[CH:9][N:8]=[C:7]2[C:3]=1[N:4]=[CH:5][N:6]2[C@H:11]1[C@@H:15]2[O:16][C:17]([CH3:20])([CH3:19])[O:18][C@@H:14]2[C@@H:13]([CH2:21][NH:22][CH:23]2[CH2:26][CH:25]([CH2:27][CH2:28][C:29]([O:31][CH2:32][C:33]3[CH:38]=[CH:37][CH:36]=[CH:35][CH:34]=3)=[O:30])[CH2:24]2)[O:12]1.[BH3-][C:40]#N.[Na+].CC(O)=O.C=O, predict the reaction product. The product is: [NH2:1][C:2]1[N:10]=[CH:9][N:8]=[C:7]2[C:3]=1[N:4]=[CH:5][N:6]2[C@H:11]1[C@@H:15]2[O:16][C:17]([CH3:19])([CH3:20])[O:18][C@@H:14]2[C@@H:13]([CH2:21][N:22]([CH3:40])[CH:23]2[CH2:26][CH:25]([CH2:27][CH2:28][C:29]([O:31][CH2:32][C:33]3[CH:34]=[CH:35][CH:36]=[CH:37][CH:38]=3)=[O:30])[CH2:24]2)[O:12]1. (5) Given the reactants [N+:1]([C:4]1[CH:9]=[CH:8][C:7]([N:10]2[CH2:15][CH2:14][NH:13][CH2:12][CH2:11]2)=[CH:6][CH:5]=1)([O-:3])=[O:2].Br[CH2:17][CH2:18][OH:19].CCN(C(C)C)C(C)C, predict the reaction product. The product is: [OH:19][CH2:18][CH2:17][N:13]1[CH2:14][CH2:15][N:10]([C:7]2[CH:6]=[CH:5][C:4]([N+:1]([O-:3])=[O:2])=[CH:9][CH:8]=2)[CH2:11][CH2:12]1. (6) Given the reactants [CH3:1][C:2]1[C:10]2[C:5](=[N:6][CH:7]=[C:8]([C:17]3[CH:22]=[CH:21][CH:20]=[CH:19][CH:18]=3)[C:9]=2[N:11]2[CH2:16][CH2:15][NH:14][CH2:13][CH2:12]2)[NH:4][CH:3]=1.[C:23]([O:27][C:28]([NH:30][CH2:31][CH2:32][CH:33]([CH2:37][C:38]1[CH:43]=[CH:42][C:41]([Cl:44])=[CH:40][CH:39]=1)[C:34](O)=[O:35])=[O:29])([CH3:26])([CH3:25])[CH3:24].C1C=CC2N(O)N=NC=2C=1.O.CCN=C=NCCCN(C)C.CCN(C(C)C)C(C)C.C([O-])([O-])=O.[Na+].[Na+], predict the reaction product. The product is: [Cl:44][C:41]1[CH:42]=[CH:43][C:38]([CH2:37][CH:33]([C:34]([N:14]2[CH2:13][CH2:12][N:11]([C:9]3[C:8]([C:17]4[CH:18]=[CH:19][CH:20]=[CH:21][CH:22]=4)=[CH:7][N:6]=[C:5]4[NH:4][CH:3]=[C:2]([CH3:1])[C:10]=34)[CH2:16][CH2:15]2)=[O:35])[CH2:32][CH2:31][NH:30][C:28](=[O:29])[O:27][C:23]([CH3:26])([CH3:25])[CH3:24])=[CH:39][CH:40]=1.